Dataset: Forward reaction prediction with 1.9M reactions from USPTO patents (1976-2016). Task: Predict the product of the given reaction. (1) Given the reactants [OH:1][C@H:2]([CH2:7][C:8]([O:10][CH3:11])=[O:9])[C:3](OC)=[O:4].S(C)C.[BH4-].[Na+].CO, predict the reaction product. The product is: [OH:1][C@@H:2]([CH2:3][OH:4])[CH2:7][C:8]([O:10][CH3:11])=[O:9]. (2) The product is: [C:1]([C:3]1[CH:8]=[CH:7][C:6]([O:9][CH2:11][C@@H:12]2[CH2:17][CH2:16][CH2:15][CH2:14][C@H:13]2[NH:18][S:19]([CH2:22][CH3:23])(=[O:21])=[O:20])=[CH:5][CH:4]=1)#[N:2]. Given the reactants [C:1]([C:3]1[CH:8]=[CH:7][C:6]([OH:9])=[CH:5][CH:4]=1)#[N:2].O[CH2:11][C@H:12]1[CH2:17][CH2:16][CH2:15][CH2:14][C@@H:13]1[NH:18][S:19]([CH2:22][CH3:23])(=[O:21])=[O:20].C(C=P(CCCC)(CCCC)CCCC)#N.C(OCC)(=O)C, predict the reaction product. (3) Given the reactants [N:1]12[CH2:8][CH2:7][C:4]([C:9]([C:17]3[CH:22]=[CH:21][CH:20]=[CH:19][CH:18]=3)([C:11]3[CH:16]=[CH:15][CH:14]=[CH:13][CH:12]=3)[OH:10])([CH2:5][CH2:6]1)[CH2:3][CH2:2]2.[Br:23][CH2:24][CH2:25][CH2:26][CH2:27][CH:28]=[CH2:29], predict the reaction product. The product is: [Br-:23].[CH2:29]([N+:1]12[CH2:6][CH2:5][C:4]([C:9]([OH:10])([C:17]3[CH:22]=[CH:21][CH:20]=[CH:19][CH:18]=3)[C:11]3[CH:12]=[CH:13][CH:14]=[CH:15][CH:16]=3)([CH2:3][CH2:2]1)[CH2:7][CH2:8]2)[CH2:28][CH2:27][CH2:26][CH:25]=[CH2:24].